This data is from Full USPTO retrosynthesis dataset with 1.9M reactions from patents (1976-2016). The task is: Predict the reactants needed to synthesize the given product. (1) Given the product [ClH:49].[ClH:50].[ClH:49].[ClH:49].[Cl:49][C:46]1[CH:45]=[CH:44][C:43]([CH2:42][CH:21]([N:19]([CH3:20])[CH2:18][CH:17]2[CH2:16][C:15]3[C:10](=[CH:11][CH:12]=[CH:13][CH:14]=3)[CH2:9][NH:8]2)[C:22]([N:23]2[CH2:28][CH2:27][N:26]([C:29]3[CH:34]=[CH:33][CH:32]=[CH:31][C:30]=3[CH2:35][N:36]3[CH2:40][CH2:39][CH2:38][CH2:37]3)[CH2:25][CH2:24]2)=[O:41])=[CH:48][CH:47]=1, predict the reactants needed to synthesize it. The reactants are: C(OC([N:8]1[CH:17]([CH2:18][N:19]([CH:21]([CH2:42][C:43]2[CH:48]=[CH:47][C:46]([Cl:49])=[CH:45][CH:44]=2)[C:22](=[O:41])[N:23]2[CH2:28][CH2:27][N:26]([C:29]3[CH:34]=[CH:33][CH:32]=[CH:31][C:30]=3[CH2:35][N:36]3[CH2:40][CH2:39][CH2:38][CH2:37]3)[CH2:25][CH2:24]2)[CH3:20])[CH2:16][C:15]2[C:10](=[CH:11][CH:12]=[CH:13][CH:14]=2)[CH2:9]1)=O)(C)(C)C.[ClH:50]. (2) The reactants are: [F:1][C:2]1[CH:20]=[C:19]([S:21]([CH3:24])(=[O:23])=[O:22])[C:18]([F:25])=[CH:17][C:3]=1[O:4][C@H:5]1[CH2:9][CH2:8][N:7]([CH:10]2[CH2:15][CH2:14][NH:13][CH2:12][CH2:11]2)[C:6]1=[O:16].C(=O)([O-])[O-].[K+].[K+].[N:32]#[C:33]Br. Given the product [F:1][C:2]1[CH:20]=[C:19]([S:21]([CH3:24])(=[O:23])=[O:22])[C:18]([F:25])=[CH:17][C:3]=1[O:4][C@H:5]1[CH2:9][CH2:8][N:7]([CH:10]2[CH2:15][CH2:14][N:13]([C:33]#[N:32])[CH2:12][CH2:11]2)[C:6]1=[O:16], predict the reactants needed to synthesize it. (3) The reactants are: [C:1]([O:9][CH3:10])(=[O:8])/[CH:2]=[CH:3]/[C:4]([O:6][CH3:7])=[O:5].[C:11]([OH:24])(=[O:23])[C:12]1([CH2:22][CH2:21][CH:17]([C:18]([OH:20])=[O:19])[C:14]1([CH3:16])[CH3:15])[CH3:13].CCCCCCC. Given the product [C:1]([O:9][CH3:10])(=[O:8])/[CH:2]=[CH:3]/[C:4]([O:6][CH3:7])=[O:5].[C:11]([OH:24])(=[O:23])[C:12]1([CH2:22][CH2:21][CH:17]([C:18]([OH:20])=[O:19])[C:14]1([CH3:16])[CH3:15])[CH3:13].[C:1]([O:9][CH3:10])(=[O:8])/[CH:2]=[CH:3]/[C:4]([O:6][CH3:7])=[O:5].[C:11]([OH:24])(=[O:23])[C:12]1([CH2:22][CH2:21][CH:17]([C:18]([OH:20])=[O:19])[C:14]1([CH3:16])[CH3:15])[CH3:13], predict the reactants needed to synthesize it.